This data is from Reaction yield outcomes from USPTO patents with 853,638 reactions. The task is: Predict the reaction yield, written as a fraction of the theoretical maximum amount of product (1.0 means a 100% yield; for example, 0.34 means a 34% yield). (1) The reactants are [Br:1]N1C(=O)CCC1=O.[C:9]([C:12]1[CH:17]=[CH:16][C:15]([NH:18][C:19](=[O:21])[CH3:20])=[CH:14][C:13]=1[O:22][CH2:23][C:24]1[CH:29]=[CH:28][CH:27]=[CH:26][CH:25]=1)(=[O:11])[CH3:10]. The catalyst is CN(C=O)C.C(Cl)Cl. The product is [C:9]([C:12]1[C:13]([O:22][CH2:23][C:24]2[CH:29]=[CH:28][CH:27]=[CH:26][CH:25]=2)=[CH:14][C:15]([NH:18][C:19](=[O:21])[CH3:20])=[C:16]([Br:1])[CH:17]=1)(=[O:11])[CH3:10]. The yield is 0.670. (2) The reactants are [OH:1][CH:2]([CH2:24][OH:25])[CH2:3][NH:4][C:5](=[O:23])[CH2:6][CH2:7][CH2:8][CH2:9][CH2:10][CH2:11][CH2:12]/[CH:13]=[CH:14]\[CH2:15][CH2:16][CH2:17][CH2:18][CH2:19][CH2:20][CH2:21][CH3:22].[C:26]1([C:32](Cl)([C:39]2[CH:44]=[CH:43][CH:42]=[CH:41][CH:40]=2)[C:33]2[CH:38]=[CH:37][CH:36]=[CH:35][CH:34]=2)[CH:31]=[CH:30][CH:29]=[CH:28][CH:27]=1. The catalyst is ClCCl.N1C=CC=CC=1. The product is [OH:1][CH:2]([CH2:24][O:25][C:32]([C:26]1[CH:31]=[CH:30][CH:29]=[CH:28][CH:27]=1)([C:39]1[CH:40]=[CH:41][CH:42]=[CH:43][CH:44]=1)[C:33]1[CH:34]=[CH:35][CH:36]=[CH:37][CH:38]=1)[CH2:3][NH:4][C:5](=[O:23])[CH2:6][CH2:7][CH2:8][CH2:9][CH2:10][CH2:11][CH2:12]/[CH:13]=[CH:14]\[CH2:15][CH2:16][CH2:17][CH2:18][CH2:19][CH2:20][CH2:21][CH3:22]. The yield is 0.810. (3) The reactants are [CH3:1][C:2]1[CH:3]=[CH:4][C:5]([S:9]([CH2:12][CH2:13][CH3:14])(=[O:11])=[O:10])=[C:6]([CH:8]=1)[NH2:7].CN1CC[O:19][CH2:18][CH2:17]1.C(Cl)(=O)C. The catalyst is C(Cl)Cl.O. The product is [CH3:1][C:2]1[CH:3]=[CH:4][C:5]([S:9]([CH2:12][CH2:13][CH3:14])(=[O:11])=[O:10])=[C:6]([NH:7][C:18](=[O:19])[CH3:17])[CH:8]=1. The yield is 0.700. (4) The yield is 0.760. No catalyst specified. The reactants are Cl.[C:2]([NH2:5])(=[NH:4])[CH3:3].[O-]CC.[Na+].C(O)C.[C:13]([C:16](=[CH:22]N(C)C)[C:17]([O:19][CH2:20][CH3:21])=[O:18])(=O)[CH3:14]. The product is [CH3:3][C:2]1[N:5]=[C:13]([CH3:14])[C:16]([C:17]([O:19][CH2:20][CH3:21])=[O:18])=[CH:22][N:4]=1. (5) The reactants are [CH2:1]([N:8]([CH2:19][C:20]1[CH:25]=[CH:24][CH:23]=[CH:22][CH:21]=1)[C@@H:9]([CH2:12][C:13]1[CH:18]=[CH:17][CH:16]=[CH:15][CH:14]=1)[CH2:10][OH:11])[C:2]1[CH:7]=[CH:6][CH:5]=[CH:4][CH:3]=1.CCN(CC)CC. The catalyst is CS(C)=O.O.CCOC(C)=O. The product is [CH2:19]([N:8]([CH2:1][C:2]1[CH:3]=[CH:4][CH:5]=[CH:6][CH:7]=1)[C@@H:9]([CH2:12][C:13]1[CH:14]=[CH:15][CH:16]=[CH:17][CH:18]=1)[CH:10]=[O:11])[C:20]1[CH:21]=[CH:22][CH:23]=[CH:24][CH:25]=1. The yield is 0.900. (6) The reactants are [Br:1][C:2]1[CH:3]=[C:4]([NH2:9])[CH:5]=[N:6][C:7]=1[Cl:8].BrC1C=CC(N[C:19](=[O:21])[CH3:20])=NC=1Cl. No catalyst specified. The product is [Br:1][C:2]1[CH:3]=[C:4]([NH:9][C:19](=[O:21])[CH3:20])[CH:5]=[N:6][C:7]=1[Cl:8]. The yield is 0.495. (7) The reactants are Br[C:2]1[C:11]2[C:6](=[CH:7][CH:8]=[C:9]([C:12]3[CH:13]=[N:14][N:15]([CH3:17])[CH:16]=3)[CH:10]=2)[C:5](=[O:18])[N:4]([CH3:19])[CH:3]=1.[CH3:20][C:21]1([CH3:37])[C:25]([CH3:27])([CH3:26])[O:24][B:23]([B:23]2[O:24][C:25]([CH3:27])([CH3:26])[C:21]([CH3:37])([CH3:20])[O:22]2)[O:22]1.CC([O-])=O.[K+]. The catalyst is O1CCOCC1.C1C=CC(P(C2C=CC=CC=2)[C-]2C=CC=C2)=CC=1.C1C=CC(P(C2C=CC=CC=2)[C-]2C=CC=C2)=CC=1.Cl[Pd]Cl.[Fe+2]. The product is [CH3:19][N:4]1[CH:3]=[C:2]([B:23]2[O:24][C:25]([CH3:27])([CH3:26])[C:21]([CH3:37])([CH3:20])[O:22]2)[C:11]2[C:6](=[CH:7][CH:8]=[C:9]([C:12]3[CH:13]=[N:14][N:15]([CH3:17])[CH:16]=3)[CH:10]=2)[C:5]1=[O:18]. The yield is 0.120.